Dataset: Full USPTO retrosynthesis dataset with 1.9M reactions from patents (1976-2016). Task: Predict the reactants needed to synthesize the given product. (1) Given the product [CH:1]([O:4][C:7]1[S:8][CH:9]=[CH:10][CH:11]=1)([CH3:3])[CH3:2], predict the reactants needed to synthesize it. The reactants are: [CH:1]([OH:4])([CH3:3])[CH3:2].[Na].I[C:7]1[S:8][CH:9]=[CH:10][CH:11]=1.[C-]#N.[K+]. (2) Given the product [SH:14][C:15]1[NH:16][CH:3]=[C:4]([C@@H:6]([OH:7])[C@H:8]([OH:9])[C@H:10]([OH:11])[CH2:12][OH:13])[N:5]=1, predict the reactants needed to synthesize it. The reactants are: Cl.O[CH:3]1[O:11][C@H:10]([CH2:12][OH:13])[C@@H:8]([OH:9])[C@H:6]([OH:7])[C@H:4]1[NH2:5].[S-:14][C:15]#[N:16].[NH4+]. (3) Given the product [ClH:12].[Br:5][C:6]1[CH:11]=[CH:10][C:9]([Cl:12])=[CH:8][C:7]=1[NH:13][NH2:1], predict the reactants needed to synthesize it. The reactants are: [N:1]([O-])=O.[Na+].[Br:5][C:6]1[CH:11]=[CH:10][C:9]([Cl:12])=[CH:8][C:7]=1[NH2:13].[Sn](Cl)Cl.